Dataset: Full USPTO retrosynthesis dataset with 1.9M reactions from patents (1976-2016). Task: Predict the reactants needed to synthesize the given product. Given the product [Cl:4][C:5]1[CH:6]=[C:7]2[C:12](=[CH:13][CH:14]=1)[N:11]=[C:10]([N:15]1[CH2:16][CH2:17][NH:18][CH2:19][CH2:20]1)[CH:9]=[CH:8]2, predict the reactants needed to synthesize it. The reactants are: O.[OH-].[Na+].[Cl:4][C:5]1[CH:6]=[C:7]2[C:12](=[CH:13][CH:14]=1)[N:11]=[C:10]([N:15]1[CH2:20][CH2:19][N:18](C=O)[CH2:17][CH2:16]1)[CH:9]=[CH:8]2.